From a dataset of Reaction yield outcomes from USPTO patents with 853,638 reactions. Predict the reaction yield, written as a fraction of the theoretical maximum amount of product (1.0 means a 100% yield; for example, 0.34 means a 34% yield). The reactants are [Li][CH2:2][CH2:3][CH2:4]C.I[OH:7].[CH3:8][C@@:9]12[C@H:17]3[O:18][C@@:16]3([CH:19]=[O:20])[CH2:15][C@@H:14]1[CH:13]=[CH:12][CH2:11][C@H:10]2[CH3:21]. The catalyst is CCOCC. The product is [CH3:8][C@@:9]12[C@H:17]3[O:18][C@@:16]3([CH:19]([OH:20])[C:3](=[CH2:4])[CH2:2][OH:7])[CH2:15][C@@H:14]1[CH:13]=[CH:12][CH2:11][C@H:10]2[CH3:21]. The yield is 0.610.